This data is from Forward reaction prediction with 1.9M reactions from USPTO patents (1976-2016). The task is: Predict the product of the given reaction. Given the reactants [K+].[C:2]([O:6][C:7]([CH2:9][CH2:10][C:11]1[CH:16]=[C:15]([Cl:17])[C:14](/[CH:18]=[CH:19]/[C:20]2[CH:28]=[CH:27][C:23]([C:24]([O-:26])=O)=[CH:22][C:21]=2[N+:29]([O-:31])=[O:30])=[C:13]([Cl:32])[CH:12]=1)=[O:8])([CH3:5])([CH3:4])[CH3:3].C(N(C(C)C)CC)(C)C.CN(C(ON1N=NC2C=CC=NC1=2)=[N+](C)C)C.F[P-](F)(F)(F)(F)F.[NH2:66][C:67]1[CH:76]=[CH:75][C:74]2[C:69](=[CH:70][CH:71]=[CH:72][CH:73]=2)[N:68]=1, predict the reaction product. The product is: [C:2]([O:6][C:7](=[O:8])[CH2:9][CH2:10][C:11]1[CH:16]=[C:15]([Cl:17])[C:14](/[CH:18]=[CH:19]/[C:20]2[CH:28]=[CH:27][C:23]([C:24](=[O:26])[NH:66][C:67]3[CH:76]=[CH:75][C:74]4[C:69](=[CH:70][CH:71]=[CH:72][CH:73]=4)[N:68]=3)=[CH:22][C:21]=2[N+:29]([O-:31])=[O:30])=[C:13]([Cl:32])[CH:12]=1)([CH3:5])([CH3:3])[CH3:4].